From a dataset of CYP1A2 inhibition data for predicting drug metabolism from PubChem BioAssay. Regression/Classification. Given a drug SMILES string, predict its absorption, distribution, metabolism, or excretion properties. Task type varies by dataset: regression for continuous measurements (e.g., permeability, clearance, half-life) or binary classification for categorical outcomes (e.g., BBB penetration, CYP inhibition). Dataset: cyp1a2_veith. (1) The compound is COc1ccc2[nH]cc(CCNc3ccnc(-c4c(C)noc4C)n3)c2c1. The result is 1 (inhibitor). (2) The drug is Cc1cc(NC(=O)CSc2nc3ccccc3c(=O)n2CCCC(=O)NCc2ccco2)n[nH]1. The result is 0 (non-inhibitor). (3) The compound is COC(=O)c1sccc1NC(=O)CSc1ccc(Cl)cc1. The result is 1 (inhibitor). (4) The molecule is C1CNCCN1.C[C@H](CCC(=O)O)[C@H]1CC[C@@H]2[C@@H]3[C@@H](O)C[C@H]4C[C@@H](O)CC[C@@]4(C)[C@@H]3C[C@@H](O)[C@@]12C. The result is 0 (non-inhibitor). (5) The compound is CC(=O)O[C@H]1CC[C@@]2(C)C(=CC[C@H]3[C@H]4CCC(=O)[C@@]4(C)CC[C@H]32)C1. The result is 0 (non-inhibitor). (6) The drug is CNCCc1ccccn1.CS(=O)(=O)O. The result is 0 (non-inhibitor).